This data is from Forward reaction prediction with 1.9M reactions from USPTO patents (1976-2016). The task is: Predict the product of the given reaction. Given the reactants Cl[C:2]1[CH:7]=[C:6]([O:8][CH3:9])[N:5]=[C:4]([S:10][CH2:11][C:12]2[CH:17]=[CH:16][CH:15]=[C:14]([F:18])[C:13]=2[F:19])[N:3]=1.[CH3:20][N:21]([CH3:30])[CH2:22][CH2:23][N:24]([CH3:29])[S:25]([NH2:28])(=[O:27])=[O:26].C1(P(C2CCCCC2)C2(C(C)C)CC=CC=C2C2C(C(C)C)=CC(C(C)C)=CC=2)CCCCC1.C(=O)([O-])[O-].[Cs+].[Cs+], predict the reaction product. The product is: [F:19][C:13]1[C:14]([F:18])=[CH:15][CH:16]=[CH:17][C:12]=1[CH2:11][S:10][C:4]1[N:3]=[C:2]([NH:28][S:25]([N:24]([CH2:23][CH2:22][N:21]([CH3:30])[CH3:20])[CH3:29])(=[O:27])=[O:26])[CH:7]=[C:6]([O:8][CH3:9])[N:5]=1.